This data is from Forward reaction prediction with 1.9M reactions from USPTO patents (1976-2016). The task is: Predict the product of the given reaction. (1) The product is: [F:1][C:2]1[CH:7]=[CH:6][C:5]([F:8])=[CH:4][C:3]=1[C:9]([C:10]1[CH:26]=[CH:25][C:24](=[O:27])[N:15]2[C:14]3[CH2:16][CH2:17][CH2:18][CH2:19][C:13]=3[NH:12][C:11]=12)=[O:20]. Given the reactants [F:1][C:2]1[CH:7]=[CH:6][C:5]([F:8])=[CH:4][C:3]=1[C:9](=[O:20])[CH2:10][C:11]1[NH:15][C:14]2[CH2:16][CH2:17][CH2:18][CH2:19][C:13]=2[N:12]=1.C[O-].[Na+].[C:24](OC)(=[O:27])[C:25]#[CH:26], predict the reaction product. (2) Given the reactants Br[C:2]1[CH:3]=[N:4][CH:5]=[C:6]2[C:11]=1[N:10]=[C:9]([C:12]([NH:14][CH2:15][C:16]([F:19])([F:18])[F:17])=[O:13])[CH:8]=[CH:7]2.[F:20][C:21]1[CH:26]=[CH:25][C:24]([F:27])=[CH:23][C:22]=1B(O)O.C(=O)([O-])[O-].[Cs+].[Cs+], predict the reaction product. The product is: [F:20][C:21]1[CH:26]=[CH:25][C:24]([F:27])=[CH:23][C:22]=1[C:2]1[CH:3]=[N:4][CH:5]=[C:6]2[C:11]=1[N:10]=[C:9]([C:12]([NH:14][CH2:15][C:16]([F:19])([F:18])[F:17])=[O:13])[CH:8]=[CH:7]2. (3) Given the reactants [C:1]([O:5][C:6](=[O:25])[NH:7][C:8]1[CH:13]=[C:12]([N:14]2[CH2:19][CH2:18][O:17][CH2:16][CH2:15]2)[C:11]([C:20]([F:23])([F:22])[F:21])=[CH:10][C:9]=1[NH2:24])([CH3:4])([CH3:3])[CH3:2].C([O:28][C:29](=O)[CH2:30][C:31](=[O:43])[C:32]1[CH:37]=[CH:36][CH:35]=[C:34]([N:38]2[CH:42]=[N:41][N:40]=[CH:39]2)[CH:33]=1)C, predict the reaction product. The product is: [C:1]([O:5][C:6](=[O:25])[NH:7][C:8]1[CH:13]=[C:12]([N:14]2[CH2:15][CH2:16][O:17][CH2:18][CH2:19]2)[C:11]([C:20]([F:21])([F:22])[F:23])=[CH:10][C:9]=1[NH:24][C:29](=[O:28])[CH2:30][C:31](=[O:43])[C:32]1[CH:37]=[CH:36][CH:35]=[C:34]([N:38]2[CH:39]=[N:40][N:41]=[CH:42]2)[CH:33]=1)([CH3:4])([CH3:2])[CH3:3]. (4) Given the reactants [CH3:1][N:2]1[CH2:7][CH2:6][NH:5][CH2:4][CH2:3]1.[C:8]1([S:14]([NH:17][C:18]2[CH:19]=[C:20]([C:26]3[S:30][C:29]([NH:31][C:32](=[O:34])[CH3:33])=[N:28][C:27]=3[CH2:35]Br)[C:21]([Br:25])=[N:22][C:23]=2[Cl:24])(=[O:16])=[O:15])[CH:13]=[CH:12][CH:11]=[CH:10][CH:9]=1, predict the reaction product. The product is: [C:8]1([S:14]([NH:17][C:18]2[CH:19]=[C:20]([C:26]3[S:30][C:29]([NH:31][C:32](=[O:34])[CH3:33])=[N:28][C:27]=3[CH2:35][N:5]3[CH2:6][CH2:7][N:2]([CH3:1])[CH2:3][CH2:4]3)[C:21]([Br:25])=[N:22][C:23]=2[Cl:24])(=[O:16])=[O:15])[CH:9]=[CH:10][CH:11]=[CH:12][CH:13]=1. (5) Given the reactants Br[C:2]1[C:10]2[N:9]3[CH2:11][CH2:12][NH:13][C:14](=[O:15])[C:8]3=[CH:7][C:6]=2[CH:5]=[C:4]([F:16])[C:3]=1[F:17].[CH3:18][O:19][C:20]1[CH:25]=[CH:24][C:23](B(O)O)=[CH:22][CH:21]=1, predict the reaction product. The product is: [F:17][C:3]1[C:4]([F:16])=[CH:5][C:6]2[CH:7]=[C:8]3[C:14](=[O:15])[NH:13][CH2:12][CH2:11][N:9]3[C:10]=2[C:2]=1[C:23]1[CH:24]=[CH:25][C:20]([O:19][CH3:18])=[CH:21][CH:22]=1. (6) The product is: [CH3:5][NH:6][C:7]([N:9]1[C:17]2[C:12](=[CH:13][C:14]([NH2:18])=[CH:15][CH:16]=2)[CH:11]=[CH:10]1)=[O:8]. Given the reactants CO.[Cl-].[NH4+].[CH3:5][NH:6][C:7]([N:9]1[C:17]2[C:12](=[CH:13][C:14]([N+:18]([O-])=O)=[CH:15][CH:16]=2)[CH:11]=[CH:10]1)=[O:8], predict the reaction product. (7) The product is: [CH:19]1[C:3]2[O:4][C:5]3[C:6]4[C:11]([N:12]=[C:13]5[C:18]=3[CH:17]=[CH:16][CH:15]=[CH:14]5)=[CH:10][CH:9]=[CH:8][C:7]=4[C:2]=2[CH:22]=[CH:21][CH:20]=1. Given the reactants Br[C:2]1[CH:22]=[CH:21][CH:20]=[CH:19][C:3]=1[O:4][C:5]1[C:6]2[C:11]([N:12]=[C:13]3[C:18]=1[CH:17]=[CH:16][CH:15]=[CH:14]3)=[CH:10][CH:9]=[CH:8][CH:7]=2.N(C(C)(C)C#N)=NC(C)(C)C#N.C([SnH](CCCC)CCCC)CCC, predict the reaction product. (8) Given the reactants Cl[C:2]1[C:10]([S:11]([CH3:14])(=[O:13])=[O:12])=[CH:9][C:5](C(O)=O)=[C:4](C)[CH:3]=1.[C:16](OC)([O:20][CH3:21])([O:18]C)[CH3:17], predict the reaction product. The product is: [CH3:14][S:11]([C:10]1[C:9]([S:11]([CH3:10])(=[O:13])=[O:12])=[CH:5][C:17]([C:16]([O:20][CH3:21])=[O:18])=[C:3]([CH3:4])[CH:2]=1)(=[O:13])=[O:12]. (9) Given the reactants [Br:1][C:2]1[CH:10]=[CH:9][C:5]([C:6](Cl)=[O:7])=[CH:4][C:3]=1[F:11].CCN(C(C)C)C(C)C.[F:21][C:22]([F:31])([F:30])[C:23]1[CH:28]=[CH:27][N:26]=[C:25]([NH2:29])[CH:24]=1, predict the reaction product. The product is: [Br:1][C:2]1[CH:10]=[CH:9][C:5]([C:6]([NH:29][C:25]2[CH:24]=[C:23]([C:22]([F:30])([F:21])[F:31])[CH:28]=[CH:27][N:26]=2)=[O:7])=[CH:4][C:3]=1[F:11].